From a dataset of Experimentally validated miRNA-target interactions with 360,000+ pairs, plus equal number of negative samples. Binary Classification. Given a miRNA mature sequence and a target amino acid sequence, predict their likelihood of interaction. (1) The miRNA is hsa-miR-6889-3p with sequence UCUGUGCCCCUACUUCCCAG. The protein sequence of the target gene is MPEFLEDPSVLTKDKLKSELVANNVTLPAGEQRKDVYVQLYLQHLTARNRPPLAAGANSKGPPDFSSDEEREPTPVLGSGASVGRGRGAVGRKATKKTDKPRLEDKDDLDVTELSNEELLDQLVRYGVNPGPIVGTTRKLYEKKLLKLREQGTESRSSTPLPTVSSSAENTRQNGSNDSDRYSDNDEGKKKEHKKVKSARDCVPFSELASTPSGAFFQGISFPEISTRPPLGRTELQAAKKVQTTKRDPPRETCTDTALPGKGQTHKLAPGRSLFIPSESSYDRCVEKSSSPSSQREFAA.... Result: 0 (no interaction). (2) The miRNA is hsa-miR-4711-3p with sequence CGUGUCUUCUGGCUUGAU. The protein sequence of the target gene is MTEESTKENLGAPKSPTPVTMEKNPKREVVVTTGPLVSEVQLMAATGGAELSCYRCIIPFAVVVFITGIVVTAVAYSFNSHGSIISIFGLVLLSSGLFLLASSALCWKVRQRNKKVKRRESQTALVVNQRCLFA. Result: 0 (no interaction).